From a dataset of Catalyst prediction with 721,799 reactions and 888 catalyst types from USPTO. Predict which catalyst facilitates the given reaction. (1) Reactant: [Cl:1][C:2]1[C:11]([NH:12][CH:13]2[CH2:17][CH2:16][CH2:15][CH2:14]2)=[CH:10][C:9]([Cl:18])=[CH:8][C:3]=1[C:4]([O:6][CH3:7])=[O:5].[C:19](=O)([O-])[O-].[Cs+].[Cs+].CI. Product: [Cl:1][C:2]1[C:11]([N:12]([CH:13]2[CH2:14][CH2:15][CH2:16][CH2:17]2)[CH3:19])=[CH:10][C:9]([Cl:18])=[CH:8][C:3]=1[C:4]([O:6][CH3:7])=[O:5]. The catalyst class is: 10. (2) Reactant: [F:1][C:2]([F:28])([F:27])[CH2:3][O:4][C:5]1[CH:6]=[C:7]([C:11]2[N:12]=[C:13]([CH2:16][N:17]3[CH:21]=[C:20]([C:22]([O:24]CC)=[O:23])[CH:19]=[N:18]3)[S:14][CH:15]=2)[CH:8]=[CH:9][CH:10]=1.[OH-].[Na+].O. Product: [F:28][C:2]([F:1])([F:27])[CH2:3][O:4][C:5]1[CH:6]=[C:7]([C:11]2[N:12]=[C:13]([CH2:16][N:17]3[CH:21]=[C:20]([C:22]([OH:24])=[O:23])[CH:19]=[N:18]3)[S:14][CH:15]=2)[CH:8]=[CH:9][CH:10]=1. The catalyst class is: 8. (3) The catalyst class is: 671. Product: [F:18][C:16]1[CH:17]=[C:8]([C:6]2[N:25]([C:26]3[CH:31]=[CH:30][C:29]([S:32]([NH2:35])(=[O:33])=[O:34])=[CH:28][CH:27]=3)[C:1]([CH3:2])=[C:4]([C:21](=[O:24])[CH2:22][CH3:23])[CH:5]=2)[CH:9]=[C:10]2[C:15]=1[O:14][CH2:13][CH2:12][C:11]2([CH3:19])[CH3:20]. Reactant: [C:1]([CH:4]([C:21](=[O:24])[CH2:22][CH3:23])[CH2:5][C:6]([C:8]1[CH:9]=[C:10]2[C:15](=[C:16]([F:18])[CH:17]=1)[O:14][CH2:13][CH2:12][C:11]2([CH3:20])[CH3:19])=O)(=O)[CH3:2].[NH2:25][C:26]1[CH:31]=[CH:30][C:29]([S:32]([NH2:35])(=[O:34])=[O:33])=[CH:28][CH:27]=1.N. (4) Reactant: C(OC([N:8]1[CH2:13][CH2:12][CH:11]([CH2:14][NH:15][C:16]2[NH:20][C:19]3[CH:21]=[CH:22][CH:23]=[C:24]([N+:25]([O-:27])=[O:26])[C:18]=3[N:17]=2)[CH2:10][CH2:9]1)=O)(C)(C)C.O1CCOCC1.Cl. Product: [N+:25]([C:24]1[C:18]2[N:17]=[C:16]([NH:15][CH2:14][CH:11]3[CH2:12][CH2:13][NH:8][CH2:9][CH2:10]3)[NH:20][C:19]=2[CH:21]=[CH:22][CH:23]=1)([O-:27])=[O:26]. The catalyst class is: 5.